From a dataset of Kir2.1 potassium channel HTS with 301,493 compounds. Binary Classification. Given a drug SMILES string, predict its activity (active/inactive) in a high-throughput screening assay against a specified biological target. (1) The result is 0 (inactive). The compound is Fc1c(CN(C(C(=O)NC2CCCC2)c2ccncc2)C(=O)Cn2nc(nn2)c2oc(cc2)C)cccc1. (2) The compound is S(c1c(C(=O)Nc2c(C(=O)N3CCCC3)cccc2)cccc1)C. The result is 0 (inactive). (3) The result is 0 (inactive). The compound is Clc1ccc(NC(=O)N\C=C\c2ccccc2)cc1.